Dataset: Full USPTO retrosynthesis dataset with 1.9M reactions from patents (1976-2016). Task: Predict the reactants needed to synthesize the given product. (1) Given the product [CH2:8]([N:5]1[CH2:6][CH2:7][C@@H:2]([NH:1][C:17]2[C:18]3[CH:25]=[C:24]([CH2:26][C:27]([F:30])([F:29])[F:28])[S:23][C:19]=3[N:20]=[CH:21][N:22]=2)[C@H:3]([OH:15])[CH2:4]1)[C:9]1[CH:10]=[CH:11][CH:12]=[CH:13][CH:14]=1, predict the reactants needed to synthesize it. The reactants are: [NH2:1][C@@H:2]1[CH2:7][CH2:6][N:5]([CH2:8][C:9]2[CH:14]=[CH:13][CH:12]=[CH:11][CH:10]=2)[CH2:4][C@H:3]1[OH:15].Cl[C:17]1[C:18]2[CH:25]=[C:24]([CH2:26][C:27]([F:30])([F:29])[F:28])[S:23][C:19]=2[N:20]=[CH:21][N:22]=1.C(N(CC)C(C)C)(C)C. (2) Given the product [F:8][C:9]1[CH:38]=[C:37]([NH:39][S:40]([C:43]2[CH:48]=[CH:47][C:46]([N:49]3[CH:53]=[CH:52][CH:51]=[CH:50]3)=[CH:45][CH:44]=2)(=[O:41])=[O:42])[CH:36]=[C:35]([F:54])[C:10]=1[C:11]([NH:13][C@H:14]([C:31]([OH:33])=[O:32])[CH2:15][C:16]1[CH:21]=[CH:20][C:19]([N:22]2[C:27](=[O:28])[CH:26]=[CH:25][N:24]([CH3:29])[C:23]2=[O:30])=[CH:18][CH:17]=1)=[O:12], predict the reactants needed to synthesize it. The reactants are: C(O)(C(F)(F)F)=O.[F:8][C:9]1[CH:38]=[C:37]([NH:39][S:40]([C:43]2[CH:48]=[CH:47][C:46]([N:49]3[CH:53]=[CH:52][CH:51]=[CH:50]3)=[CH:45][CH:44]=2)(=[O:42])=[O:41])[CH:36]=[C:35]([F:54])[C:10]=1[C:11]([NH:13][C@H:14]([C:31]([O:33]C)=[O:32])[CH2:15][C:16]1[CH:21]=[CH:20][C:19]([N:22]2[C:27](=[O:28])[CH:26]=[CH:25][N:24]([CH3:29])[C:23]2=[O:30])=[CH:18][CH:17]=1)=[O:12].Cl.O1CCOCC1. (3) Given the product [N:8]1([C:13]2[N:14]=[CH:15][C:16]([CH2:19][C:20]([OH:22])=[O:21])=[CH:17][N:18]=2)[CH:12]=[N:11][N:10]=[N:9]1, predict the reactants needed to synthesize it. The reactants are: FC(F)(F)C(O)=O.[N:8]1([C:13]2[N:18]=[CH:17][C:16]([CH2:19][C:20]([O:22]C(C)(C)C)=[O:21])=[CH:15][N:14]=2)[CH:12]=[N:11][N:10]=[N:9]1. (4) Given the product [Cl:9][C:10]1[CH:11]=[CH:12][C:13]([C@:16]([NH:38][C:39]2[S:40][C:1]3[CH2:5][CH2:4][CH2:3][C:2]=3[N:41]=2)([C:24]2[CH:29]=[C:28]([O:30][C:31]([F:35])([F:36])[CH:32]([F:33])[F:34])[CH:27]=[C:26]([F:37])[CH:25]=2)[CH2:17][C:18]2[CH:19]=[CH:20][CH:21]=[CH:22][CH:23]=2)=[N:14][CH:15]=1, predict the reactants needed to synthesize it. The reactants are: [C:1]1(=O)[CH2:5][CH2:4][CH2:3][CH2:2]1.BrBr.[Cl:9][C:10]1[CH:11]=[CH:12][C:13]([C@:16]([NH:38][C:39]([NH2:41])=[S:40])([C:24]2[CH:29]=[C:28]([O:30][C:31]([F:36])([F:35])[CH:32]([F:34])[F:33])[CH:27]=[C:26]([F:37])[CH:25]=2)[CH2:17][C:18]2[CH:23]=[CH:22][CH:21]=[CH:20][CH:19]=2)=[N:14][CH:15]=1. (5) Given the product [CH:12]1[C:13]2[C:26](=[CH:94][CH:95]=[CH:96][CH:97]=2)[CH:25]=[CH:21][CH:7]=1, predict the reactants needed to synthesize it. The reactants are: N1([C:13](=O)[C:12]2N(C)C=N[C:7]=2N(C)C1=O)C.N1([C:26](=O)[C:25]2NC=N[C:21]=2N(C)C1=O)C.N1C(=O)C2N(C)C=NC=2N(C)C1=O.N1(C(=O)C2N(C)C=NC=2NC1=O)C.CN1C2C(=O)NC(=O)NC=2N=C1.CN1C2N=CNC=2C(=O)NC1=O.N1C(=O)C2NC=NC=2NC1=O.C([O-])(=O)C.[NH4+].[CH3:94][C:95](=O)[CH2:96][C:97](=O)C. (6) Given the product [NH2:29][C:2]([NH2:1])=[N:3][C:4]([C:6]1[CH:18]=[CH:17][C:16]2[C:15]3[C:10](=[CH:11][CH:12]=[CH:13][CH:14]=3)[N:9]([CH2:19][CH2:20][OH:21])[C:8]=2[CH:7]=1)=[O:5], predict the reactants needed to synthesize it. The reactants are: [NH2:1][C:2]([NH2:29])=[N:3][C:4]([C:6]1[CH:18]=[CH:17][C:16]2[C:15]3[C:10](=[CH:11][CH:12]=[CH:13][CH:14]=3)[N:9]([CH2:19][CH2:20][O:21]CC3C=CC=CC=3)[C:8]=2[CH:7]=1)=[O:5].C1COCC1.Cl.[OH-].[Na+]. (7) Given the product [CH3:1][C:2]1([CH3:12])[O:6][C@@H:5]2[C@@H:7]([CH3:11])[CH2:8][C@H:9]([OH:10])[C@@H:4]2[O:3]1, predict the reactants needed to synthesize it. The reactants are: [CH3:1][C:2]1([CH3:12])[O:6][C@@H:5]2[C@@H:7]([CH3:11])[CH2:8][C:9](=[O:10])[C@@H:4]2[O:3]1.CC(C[AlH]CC(C)C)C.CO.O. (8) Given the product [NH2:9][C:10]([NH:12][C:13]1[CH:18]=[C:17]([CH2:19][NH:20][C:21]2[N:22]=[CH:23][S:24][C:25]=2[C:26]([NH:28][C:29]2[CH:39]=[CH:38][C:32]3[O:33][C:34]([F:36])([F:37])[O:35][C:31]=3[CH:30]=2)=[O:27])[CH:16]=[CH:15][N:14]=1)=[O:11], predict the reactants needed to synthesize it. The reactants are: C([NH:9][C:10]([NH:12][C:13]1[CH:18]=[C:17]([CH2:19][NH:20][C:21]2[N:22]=[CH:23][S:24][C:25]=2[C:26]([NH:28][C:29]2[CH:39]=[CH:38][C:32]3[O:33][C:34]([F:37])([F:36])[O:35][C:31]=3[CH:30]=2)=[O:27])[CH:16]=[CH:15][N:14]=1)=[O:11])(=O)C1C=CC=CC=1.C(=O)([O-])[O-].[K+].[K+]. (9) Given the product [CH:1]1([C:4]2[CH:9]=[CH:8][N:7]=[C:6]([C:10]3[C:18]4[C:13](=[CH:14][C:15]([F:28])=[C:16]([C:19]5[O:23][C:22]([NH:24][CH:25]([CH3:26])[CH3:27])=[N:21][N:20]=5)[CH:17]=4)[NH:12][CH:11]=3)[N:5]=2)[CH2:3][CH2:2]1, predict the reactants needed to synthesize it. The reactants are: [CH:1]1([C:4]2[CH:9]=[CH:8][N:7]=[C:6]([C:10]3[C:18]4[C:13](=[CH:14][C:15]([F:28])=[C:16]([C:19]5[O:23][C:22]([NH:24][CH:25]([CH3:27])[CH3:26])=[N:21][N:20]=5)[CH:17]=4)[N:12](S(C4C=CC(C)=CC=4)(=O)=O)[CH:11]=3)[N:5]=2)[CH2:3][CH2:2]1.O1CCOCC1.[OH-].[Na+]. (10) Given the product [Cl:1][C:2]1[CH:3]=[CH:4][C:5]2[N:11]3[CH:12]=[CH:13][CH:14]=[C:10]3[C@@H:9]([CH2:15][CH2:16][C:17]([N:31]3[CH2:32][CH2:33][CH:34]([O:37][CH2:38][C:39]([O:41][CH3:42])=[O:40])[CH2:35][CH2:36]3)=[O:19])[O:8][C@H:7]([C:20]3[CH:25]=[CH:24][CH:23]=[C:22]([O:26][CH3:27])[C:21]=3[O:28][CH3:29])[C:6]=2[CH:30]=1, predict the reactants needed to synthesize it. The reactants are: [Cl:1][C:2]1[CH:3]=[CH:4][C:5]2[N:11]3[CH:12]=[CH:13][CH:14]=[C:10]3[C@@H:9]([CH2:15][CH2:16][C:17]([OH:19])=O)[O:8][C@H:7]([C:20]3[CH:25]=[CH:24][CH:23]=[C:22]([O:26][CH3:27])[C:21]=3[O:28][CH3:29])[C:6]=2[CH:30]=1.[NH:31]1[CH2:36][CH2:35][CH:34]([O:37][CH2:38][C:39]([O:41][CH3:42])=[O:40])[CH2:33][CH2:32]1.Cl.C(N=C=NCCCN(C)C)C.ON1C2C=CC=CC=2N=N1.